Binary Classification. Given a T-cell receptor sequence (or CDR3 region) and an epitope sequence, predict whether binding occurs between them. From a dataset of TCR-epitope binding with 47,182 pairs between 192 epitopes and 23,139 TCRs. (1) The epitope is FLKEKGGL. The TCR CDR3 sequence is CASSIGPLEGNEQFF. Result: 1 (the TCR binds to the epitope). (2) The epitope is KLSYGIATV. The TCR CDR3 sequence is CASSPDLLVYEQYF. Result: 1 (the TCR binds to the epitope). (3) The epitope is WICLLQFAY. The TCR CDR3 sequence is CASSYSIGSADEKLFF. Result: 1 (the TCR binds to the epitope). (4) The epitope is RLQSLQTYV. The TCR CDR3 sequence is CASSYVIYEQYF. Result: 0 (the TCR does not bind to the epitope). (5) Result: 1 (the TCR binds to the epitope). The TCR CDR3 sequence is CASSLVSALEQYF. The epitope is KLSYGIATV. (6) The epitope is LLLGIGILV. The TCR CDR3 sequence is CASSLGAGGEQFF. Result: 1 (the TCR binds to the epitope). (7) The epitope is KAFSPEVIPMF. The TCR CDR3 sequence is CSVEGDRDQGGANVLTF. Result: 0 (the TCR does not bind to the epitope).